Dataset: Peptide-MHC class I binding affinity with 185,985 pairs from IEDB/IMGT. Task: Regression. Given a peptide amino acid sequence and an MHC pseudo amino acid sequence, predict their binding affinity value. This is MHC class I binding data. (1) The peptide sequence is MIENLEYM. The MHC is H-2-Db with pseudo-sequence H-2-Db. The binding affinity (normalized) is 0.650. (2) The peptide sequence is KFVLNVSYL. The MHC is H-2-Db with pseudo-sequence H-2-Db. The binding affinity (normalized) is 0.760. (3) The peptide sequence is FTIAMWLLL. The MHC is HLA-A02:03 with pseudo-sequence HLA-A02:03. The binding affinity (normalized) is 0.405.